From a dataset of Catalyst prediction with 721,799 reactions and 888 catalyst types from USPTO. Predict which catalyst facilitates the given reaction. Reactant: [N+:1]([C:4]1[CH:5]=[C:6]([C:11]2[CH:16]=[CH:15][CH:14]=[C:13]([O:17][C:18]([F:21])([F:20])[F:19])[CH:12]=2)[CH:7]=[CH:8][C:9]=1[NH2:10])([O-])=O. Product: [F:19][C:18]([F:20])([F:21])[O:17][C:13]1[CH:12]=[C:11]([C:6]2[CH:7]=[CH:8][C:9]([NH2:10])=[C:4]([NH2:1])[CH:5]=2)[CH:16]=[CH:15][CH:14]=1. The catalyst class is: 19.